This data is from Forward reaction prediction with 1.9M reactions from USPTO patents (1976-2016). The task is: Predict the product of the given reaction. (1) The product is: [F:17][C:18]([F:28])([F:29])[C:19]1[CH:20]=[C:21]([CH:25]=[CH:26][CH:27]=1)[CH:22]=[N:23][NH:24][C:10]([C:9]1[C:8]([O:7][C:3]2[CH:2]=[N:1][CH:6]=[CH:5][CH:4]=2)=[N:16][CH:15]=[CH:14][CH:13]=1)=[O:11]. Given the reactants [N:1]1[CH:6]=[CH:5][CH:4]=[C:3]([O:7][C:8]2[N:16]=[CH:15][CH:14]=[CH:13][C:9]=2[C:10](Cl)=[O:11])[CH:2]=1.[F:17][C:18]([F:29])([F:28])[C:19]1[CH:20]=[C:21]([CH:25]=[CH:26][CH:27]=1)[CH:22]=[N:23][NH2:24], predict the reaction product. (2) Given the reactants F[B-](F)(F)F.[CH3:6][O+](C)C.[CH2:10]([N:14]1[C:18]([C:19]([O:21][CH2:22][CH3:23])=[O:20])=[C:17]([C:24](=[S:26])[NH2:25])[N:16]=[C:15]1[N:27]1[CH2:32][CH2:31][N:30]([C:33]([O:35][C:36]([CH3:39])([CH3:38])[CH3:37])=[O:34])[CH2:29][CH2:28]1)[C:11]#[C:12][CH3:13], predict the reaction product. The product is: [CH2:10]([N:14]1[C:18]([C:19]([O:21][CH2:22][CH3:23])=[O:20])=[C:17]([C:24]([S:26][CH3:6])=[NH:25])[N:16]=[C:15]1[N:27]1[CH2:32][CH2:31][N:30]([C:33]([O:35][C:36]([CH3:38])([CH3:37])[CH3:39])=[O:34])[CH2:29][CH2:28]1)[C:11]#[C:12][CH3:13]. (3) Given the reactants [F:1][C:2]1[C:10]([N:11]([S:18]([CH2:21][CH2:22][CH2:23][F:24])(=[O:20])=[O:19])S(CCC)(=O)=O)=[CH:9][CH:8]=[C:7]([F:25])[C:3]=1[C:4]([O-:6])=[O:5].[OH-].[Li+], predict the reaction product. The product is: [F:1][C:2]1[C:10]([NH:11][S:18]([CH2:21][CH2:22][CH2:23][F:24])(=[O:19])=[O:20])=[CH:9][CH:8]=[C:7]([F:25])[C:3]=1[C:4]([OH:6])=[O:5]. (4) Given the reactants [CH3:1][C:2]1[C:10]2[C:5](=[CH:6][C:7]([NH2:11])=[CH:8][CH:9]=2)[NH:4][N:3]=1.C([O-])(O)=O.[Na+].[Cl:17][C:18]1[N:23]=[C:22](Cl)[CH:21]=[CH:20][N:19]=1, predict the reaction product. The product is: [Cl:17][C:18]1[N:23]=[C:22]([NH:11][C:7]2[CH:6]=[C:5]3[C:10]([C:2]([CH3:1])=[N:3][NH:4]3)=[CH:9][CH:8]=2)[CH:21]=[CH:20][N:19]=1. (5) Given the reactants [Cl:1][C:2]1[CH:3]=[C:4]([C:12]2[O:16][N:15]=[C:14]([C:17]3[CH:22]=[CH:21][C:20]([NH:23][C@H:24]4[CH2:28][CH2:27][C@@H:26]([C:29]([OH:31])=[O:30])[CH2:25]4)=[CH:19][CH:18]=3)[N:13]=2)[CH:5]=[N:6][C:7]=1[O:8][CH:9]([CH3:11])[CH3:10], predict the reaction product. The product is: [CH3:7][OH:8].[Cl:1][C:2]1[CH:3]=[C:4]([C:12]2[O:16][N:15]=[C:14]([C:17]3[CH:18]=[CH:19][C:20]([NH:23][C@H:24]4[CH2:28][CH2:27][C@@H:26]([C:29]([OH:31])=[O:30])[CH2:25]4)=[CH:21][CH:22]=3)[N:13]=2)[CH:5]=[N:6][C:7]=1[O:8][CH:9]([CH3:10])[CH3:11]. (6) Given the reactants [OH:1][C:2]1[C:11]2[CH2:10][CH2:9][CH2:8][CH2:7][C:6]=2[C:5]([CH:12]=[O:13])=[CH:4][CH:3]=1.[C:14]([O:18][C:19](=[O:25])[NH:20][CH2:21][CH2:22][CH2:23]Br)([CH3:17])([CH3:16])[CH3:15].C(=O)([O-])[O-].[K+].[K+].O, predict the reaction product. The product is: [C:14]([O:18][C:19](=[O:25])[NH:20][CH2:21][CH2:22][CH2:23][O:1][C:2]1[C:11]2[CH2:10][CH2:9][CH2:8][CH2:7][C:6]=2[C:5]([CH:12]=[O:13])=[CH:4][CH:3]=1)([CH3:17])([CH3:16])[CH3:15]. (7) Given the reactants [CH2:1]([N:3]([CH2:22][CH2:23][OH:24])[C:4]1[CH:9]=[CH:8][C:7]([C:10]2[C:19]3[C:14](=[CH:15][CH:16]=[CH:17][CH:18]=3)[C:13](=[O:20])[C:12](=O)[CH:11]=2)=[CH:6][CH:5]=1)[CH3:2].Cl.[NH2:26][OH:27], predict the reaction product. The product is: [CH2:1]([N:3]([CH2:22][CH2:23][OH:24])[C:4]1[CH:9]=[CH:8][C:7]([C:10]2[C:19]3[C:14](=[CH:15][CH:16]=[CH:17][CH:18]=3)[C:13](=[O:20])[C:12](=[N:26][OH:27])[CH:11]=2)=[CH:6][CH:5]=1)[CH3:2].